This data is from hERG Central: cardiac toxicity at 1µM, 10µM, and general inhibition. The task is: Predict hERG channel inhibition at various concentrations. (1) The molecule is CCCCNC(=O)CC1N=C2c3ccccc3N=C(SCC(=O)Nc3cccc(C)c3)N2C1=O. Results: hERG_inhib (hERG inhibition (general)): blocker. (2) The compound is Cc1ccc(C2C=C(c3ccccc3)Nc3ncnn32)cc1. Results: hERG_inhib (hERG inhibition (general)): blocker. (3) The molecule is COc1ccc(-c2cc(=O)oc3cc(OCC(=O)N4C[C@@H]5C[C@H](C4)Cn4c5cccc4=O)ccc23)cc1. Results: hERG_inhib (hERG inhibition (general)): blocker. (4) The drug is CCOC(=O)C1=C(COC(=O)c2ncc(Cl)c(Cl)c2Cl)NC(=O)NC1C. Results: hERG_inhib (hERG inhibition (general)): blocker. (5) The compound is CCN(CC)CCN(C(=O)C1=COCCO1)c1nc2cc3c(cc2s1)OCO3.Cl. Results: hERG_inhib (hERG inhibition (general)): blocker. (6) The drug is CCS(=O)(=O)N1CCN(c2ncnc3sc(C)c(C)c23)CC1. Results: hERG_inhib (hERG inhibition (general)): blocker.